This data is from Orexin1 receptor HTS with 218,158 compounds and 233 confirmed actives. The task is: Binary Classification. Given a drug SMILES string, predict its activity (active/inactive) in a high-throughput screening assay against a specified biological target. (1) The drug is O=C(NC(CC)C)c1c(c2[nH]c3c(n2)cccc3)cccc1. The result is 0 (inactive). (2) The drug is O=C1NCCN(C1CC)C(=O)CCc1oc(nn1)CCc1ccc(OC)cc1. The result is 0 (inactive). (3) The drug is s1c(CNC(=O)/C=C\C(=O)NCc2sccc2)ccc1. The result is 0 (inactive).